From a dataset of Full USPTO retrosynthesis dataset with 1.9M reactions from patents (1976-2016). Predict the reactants needed to synthesize the given product. (1) Given the product [C:23]([NH:1][C:2]1[CH:7]=[C:6]([C:8]2[CH:13]=[CH:12][C:11]([Cl:14])=[C:10]([O:15][CH3:16])[C:9]=2[F:17])[N:5]=[C:4]([C:18]([O:20][CH3:21])=[O:19])[C:3]=1[Cl:22])(=[O:25])[CH3:24], predict the reactants needed to synthesize it. The reactants are: [NH2:1][C:2]1[CH:7]=[C:6]([C:8]2[CH:13]=[CH:12][C:11]([Cl:14])=[C:10]([O:15][CH3:16])[C:9]=2[F:17])[N:5]=[C:4]([C:18]([O:20][CH3:21])=[O:19])[C:3]=1[Cl:22].[C:23](NC1C=C(Cl)N=C(C(OC)=O)C=1Cl)(=[O:25])[CH3:24]. (2) The reactants are: [N:1]1[CH:6]=[CH:5][C:4]([C:7]2[S:8][CH:9]=[C:10]([C:12]3[C:13](=[O:24])[NH:14][C:15]4[C:20]([CH:21]=3)=[CH:19][CH:18]=[C:17]([CH:22]=O)[CH:16]=4)[N:11]=2)=[CH:3][CH:2]=1.[NH:25]1[CH2:28][CH2:27][CH2:26]1. Given the product [N:25]1([CH2:22][C:17]2[CH:16]=[C:15]3[C:20]([CH:21]=[C:12]([C:10]4[N:11]=[C:7]([C:4]5[CH:5]=[CH:6][N:1]=[CH:2][CH:3]=5)[S:8][CH:9]=4)[C:13](=[O:24])[NH:14]3)=[CH:19][CH:18]=2)[CH2:28][CH2:27][CH2:26]1, predict the reactants needed to synthesize it.